From a dataset of Reaction yield outcomes from USPTO patents with 853,638 reactions. Predict the reaction yield, written as a fraction of the theoretical maximum amount of product (1.0 means a 100% yield; for example, 0.34 means a 34% yield). (1) The reactants are [Cl:1][C:2]1[CH:3]=[N:4][N:5]([CH3:18])[C:6]=1[C:7]1[CH:12]=[C:11]([N+:13]([O-])=O)[CH:10]=[CH:9][C:8]=1[O:16][CH3:17]. The catalyst is CCO. The product is [Cl:1][C:2]1[CH:3]=[N:4][N:5]([CH3:18])[C:6]=1[C:7]1[CH:12]=[C:11]([NH2:13])[CH:10]=[CH:9][C:8]=1[O:16][CH3:17]. The yield is 0.860. (2) The reactants are Cl.[OH:2][CH:3]1[CH2:6][NH:5][CH2:4]1.C(N(CC)C(C)C)(C)C.[C:16]([C:20]1[N:24]([CH2:25][CH:26]2[CH2:31][CH2:30][C:29]([F:33])([F:32])[CH2:28][CH2:27]2)[C:23]2[CH:34]=[CH:35][C:36]([S:38](Cl)(=[O:40])=[O:39])=[CH:37][C:22]=2[N:21]=1)([CH3:19])([CH3:18])[CH3:17]. The catalyst is ClCCl.CCOC(C)=O. The product is [C:16]([C:20]1[N:24]([CH2:25][CH:26]2[CH2:27][CH2:28][C:29]([F:33])([F:32])[CH2:30][CH2:31]2)[C:23]2[CH:34]=[CH:35][C:36]([S:38]([N:5]3[CH2:6][CH:3]([OH:2])[CH2:4]3)(=[O:39])=[O:40])=[CH:37][C:22]=2[N:21]=1)([CH3:19])([CH3:17])[CH3:18]. The yield is 0.620. (3) The reactants are [OH:1][CH2:2][C@H:3]1[CH2:14][CH2:13][C:12]2[S:11][C:10]3[N:9]=[CH:8][N:7]=[C:6]([O:15][CH:16]4[CH2:21][CH2:20][C:19](=[O:22])[CH2:18][CH2:17]4)[C:5]=3[C:4]1=2.[CH3:23][S:24](Cl)(=[O:26])=[O:25].C(N(CC)CC)C. The catalyst is C(Cl)Cl. The product is [CH3:23][S:24]([O:1][CH2:2][C@H:3]1[CH2:14][CH2:13][C:12]2[S:11][C:10]3[N:9]=[CH:8][N:7]=[C:6]([O:15][CH:16]4[CH2:21][CH2:20][C:19](=[O:22])[CH2:18][CH2:17]4)[C:5]=3[C:4]1=2)(=[O:26])=[O:25]. The yield is 0.890.